Dataset: Forward reaction prediction with 1.9M reactions from USPTO patents (1976-2016). Task: Predict the product of the given reaction. (1) Given the reactants [CH2:1]([O:3][C:4]([N:6]1[CH2:23][CH2:22][C:10]2[C:11]3[C:12](O)([CH3:20])[C:13]([F:19])([F:18])[CH2:14][C:15]=3[CH:16]=[CH:17][C:9]=2[CH2:8][CH2:7]1)=[O:5])[CH3:2].N1C=CC=CC=1.O=S(Cl)[Cl:32], predict the reaction product. The product is: [CH2:1]([O:3][C:4]([N:6]1[CH2:23][CH2:22][C:10]2[C:11]3[C:12]([Cl:32])([CH3:20])[C:13]([F:19])([F:18])[CH2:14][C:15]=3[CH:16]=[CH:17][C:9]=2[CH2:8][CH2:7]1)=[O:5])[CH3:2]. (2) Given the reactants Cl[C:2]1[N:7]=[CH:6][C:5]2[N:8]=[CH:9][N:10]([CH3:11])[C:4]=2[CH:3]=1.[NH2:12][C:13]1[CH:18]=[CH:17][C:16]([CH:19]2[CH2:22][N:21]([C:23]([O:25][C:26]([CH3:29])([CH3:28])[CH3:27])=[O:24])[CH2:20]2)=[CH:15][C:14]=1[F:30].C(=O)([O-])[O-].[Cs+].[Cs+].C1(P(C2C=CC=CC=2)C2C=CC3C(=CC=CC=3)C=2C2C3C(=CC=CC=3)C=CC=2P(C2C=CC=CC=2)C2C=CC=CC=2)C=CC=CC=1, predict the reaction product. The product is: [F:30][C:14]1[CH:15]=[C:16]([CH:19]2[CH2:22][N:21]([C:23]([O:25][C:26]([CH3:29])([CH3:28])[CH3:27])=[O:24])[CH2:20]2)[CH:17]=[CH:18][C:13]=1[NH:12][C:2]1[N:7]=[CH:6][C:5]2[N:8]=[CH:9][N:10]([CH3:11])[C:4]=2[CH:3]=1. (3) The product is: [CH3:2][O:3][C:4]([C@@H:5]([NH:6][C:26](=[O:27])[O:37][CH2:38][C:39]1[CH:44]=[CH:43][N:42]=[CH:41][CH:40]=1)[CH2:7][CH2:8][C:9]1[CH:10]=[CH:11][C:12]([OH:15])=[CH:13][CH:14]=1)=[O:16]. Given the reactants Cl.[CH3:2][O:3][C:4](=[O:16])[C@H:5]([CH2:7][CH2:8][C:9]1[CH:14]=[CH:13][C:12]([OH:15])=[CH:11][CH:10]=1)[NH2:6].CCN(C(C)C)C(C)C.[C:26](=O)([O:37][CH2:38][C:39]1[CH:44]=[CH:43][N:42]=[CH:41][CH:40]=1)[O:27]C1C=CC([N+]([O-])=O)=CC=1, predict the reaction product. (4) The product is: [NH2:19][C:15]1[CH:14]=[C:13]([C:4]2[CH:5]=[C:6]([C:9]([F:11])([F:10])[F:12])[CH:7]=[CH:8][C:3]=2[OH:2])[CH:18]=[CH:17][N:16]=1. Given the reactants C[O:2][C:3]1[CH:8]=[CH:7][C:6]([C:9]([F:12])([F:11])[F:10])=[CH:5][C:4]=1[C:13]1[CH:18]=[CH:17][N:16]=[C:15]([NH2:19])[CH:14]=1.B(Br)(Br)Br, predict the reaction product. (5) Given the reactants [Cl:1][C:2]1[CH:3]=[C:4]([C:9]2([C:22]([F:25])([F:24])[F:23])[O:13][N:12]=[C:11]([C:14]3[CH:15]=[CH:16][C:17]([CH3:21])=[C:18]([CH:20]=3)[NH2:19])[CH2:10]2)[CH:5]=[C:6]([Cl:8])[CH:7]=1.[C:26](O)(=[O:28])[CH3:27].Cl.C(N(CC)CCCN=C=NCC)C.C(=O)([O-])O.[Na+], predict the reaction product. The product is: [Cl:1][C:2]1[CH:3]=[C:4]([C:9]2([C:22]([F:23])([F:25])[F:24])[O:13][N:12]=[C:11]([C:14]3[CH:15]=[CH:16][C:17]([CH3:21])=[C:18]([NH:19][C:26](=[O:28])[CH3:27])[CH:20]=3)[CH2:10]2)[CH:5]=[C:6]([Cl:8])[CH:7]=1.